Dataset: Reaction yield outcomes from USPTO patents with 853,638 reactions. Task: Predict the reaction yield, written as a fraction of the theoretical maximum amount of product (1.0 means a 100% yield; for example, 0.34 means a 34% yield). (1) The reactants are [C:1]12([CH2:11][O:12][C:13]3[C:21]([Cl:22])=[CH:20][C:16]([C:17]([OH:19])=[O:18])=[C:15]([F:23])[CH:14]=3)[CH2:10][CH:5]3[CH2:6][CH:7]([CH2:9][CH:3]([CH2:4]3)[CH2:2]1)[CH2:8]2.[C:24](OC(OC(O[C:24]([CH3:27])([CH3:26])[CH3:25])=O)=O)([CH3:27])([CH3:26])[CH3:25]. The catalyst is CN(C)C1C=CN=CC=1.C(O)(C)(C)C. The product is [C:1]12([CH2:11][O:12][C:13]3[C:21]([Cl:22])=[CH:20][C:16]([C:17]([O:19][C:24]([CH3:27])([CH3:26])[CH3:25])=[O:18])=[C:15]([F:23])[CH:14]=3)[CH2:8][CH:7]3[CH2:9][CH:3]([CH2:4][CH:5]([CH2:6]3)[CH2:10]1)[CH2:2]2. The yield is 0.710. (2) The reactants are [F:1][C:2]1[CH:3]=[C:4]([C@H:9]2[CH2:13][CH2:12][CH2:11][N:10]2[C:14]2[CH:19]=[CH:18][N:17]3[N:20]=[CH:21][C:22]([C:23]([O:25][CH3:26])=[O:24])=[C:16]3[N:15]=2)[C:5]([OH:8])=[N:6][CH:7]=1.[H-].[Li+].Br[CH2:30][C@H:31]([CH3:44])[CH2:32][N:33]1[C:41](=[O:42])[C:40]2[C:35](=[CH:36][CH:37]=[CH:38][CH:39]=2)[C:34]1=[O:43]. The catalyst is CN(C=O)C.CCOC(C)=O. The product is [O:43]=[C:34]1[C:35]2[C:40](=[CH:39][CH:38]=[CH:37][CH:36]=2)[C:41](=[O:42])[N:33]1[CH2:32][C@@H:31]([CH3:44])[CH2:30][N:6]1[CH:7]=[C:2]([F:1])[CH:3]=[C:4]([C@H:9]2[CH2:13][CH2:12][CH2:11][N:10]2[C:14]2[CH:19]=[CH:18][N:17]3[N:20]=[CH:21][C:22]([C:23]([O:25][CH3:26])=[O:24])=[C:16]3[N:15]=2)[C:5]1=[O:8]. The yield is 0.348. (3) The reactants are [C:1]([C:5]1[CH:12]=[CH:11][C:10]([N+:13]([O-:15])=[O:14])=[CH:9][C:6]=1[C:7]#[N:8])([CH3:4])([CH3:3])[CH3:2].B.C1COCC1.CO.Cl. The catalyst is C1COCC1.O. The product is [C:1]([C:5]1[CH:12]=[CH:11][C:10]([N+:13]([O-:15])=[O:14])=[CH:9][C:6]=1[CH2:7][NH2:8])([CH3:4])([CH3:2])[CH3:3]. The yield is 0.430. (4) The reactants are [Cl:1][C:2]1[CH:3]=[C:4]([N:8]2[N:12]=[N:11][C:10]([CH:13]3[CH2:18][O:17][CH2:16][CH2:15][N:14]3C(OC(C)(C)C)=O)=[N:9]2)[CH:5]=[CH:6][CH:7]=1.FC(F)(F)C(O)=O.C(=O)([O-])[O-].[Na+].[Na+]. The catalyst is ClCCl. The product is [Cl:1][C:2]1[CH:3]=[C:4]([N:8]2[N:12]=[N:11][C:10]([CH:13]3[CH2:18][O:17][CH2:16][CH2:15][NH:14]3)=[N:9]2)[CH:5]=[CH:6][CH:7]=1. The yield is 0.900. (5) The reactants are [C:1]([O:5][C:6](=[O:29])[N:7]([CH2:9][C@H:10]([C:19]1[CH:28]=[CH:27][C:26]2[C:21](=[CH:22][CH:23]=[CH:24][CH:25]=2)[CH:20]=1)[C@H:11]([OH:18])[C:12]1[CH:17]=[CH:16][CH:15]=[CH:14][CH:13]=1)[CH3:8])([CH3:4])([CH3:3])[CH3:2].[H-].[Na+].Br[CH2:33][C:34]([O:36][C:37]([CH3:40])([CH3:39])[CH3:38])=[O:35]. The catalyst is CN(C=O)C. The product is [C:1]([O:5][C:6]([N:7]([CH3:8])[CH2:9][C@H:10]([C:19]1[CH:28]=[CH:27][C:26]2[C:21](=[CH:22][CH:23]=[CH:24][CH:25]=2)[CH:20]=1)[C@@H:11]([C:12]1[CH:17]=[CH:16][CH:15]=[CH:14][CH:13]=1)[O:18][CH2:33][C:34]([O:36][C:37]([CH3:40])([CH3:39])[CH3:38])=[O:35])=[O:29])([CH3:4])([CH3:2])[CH3:3]. The yield is 0.723.